This data is from Full USPTO retrosynthesis dataset with 1.9M reactions from patents (1976-2016). The task is: Predict the reactants needed to synthesize the given product. (1) Given the product [C:7]([C:6]1[CH:10]=[C:2]([F:1])[CH:3]=[CH:4][C:5]=1[S:11][C:23]1[CH:31]=[C:30]([Cl:32])[CH:29]=[CH:28][C:24]=1[C:25]([OH:27])=[O:26])([OH:9])=[O:8], predict the reactants needed to synthesize it. The reactants are: [F:1][C:2]1[CH:3]=[CH:4][C:5]([SH:11])=[C:6]([CH:10]=1)[C:7]([OH:9])=[O:8].SC1C=CC=CC=1C(O)=O.Br[C:23]1[CH:31]=[C:30]([Cl:32])[CH:29]=[CH:28][C:24]=1[C:25]([OH:27])=[O:26]. (2) Given the product [Cl:1][C:2]1[CH:3]=[C:4]([CH:42]=[CH:43][CH:44]=1)[CH2:5][N:6]1[C:14]2[C:9](=[CH:10][C:11]([O:15][CH2:16][CH2:17][N:47]([CH2:45][CH3:46])[CH3:48])=[CH:12][CH:13]=2)[C:8]([S:29]([C:32]2[C:41]3[C:36](=[CH:37][CH:38]=[CH:39][CH:40]=3)[CH:35]=[CH:34][CH:33]=2)(=[O:31])=[O:30])=[N:7]1, predict the reactants needed to synthesize it. The reactants are: [Cl:1][C:2]1[CH:3]=[C:4]([CH:42]=[CH:43][CH:44]=1)[CH2:5][N:6]1[C:14]2[C:9](=[CH:10][C:11]([O:15][CH2:16][CH2:17]OS(C3C=CC(C)=CC=3)(=O)=O)=[CH:12][CH:13]=2)[C:8]([S:29]([C:32]2[C:41]3[C:36](=[CH:37][CH:38]=[CH:39][CH:40]=3)[CH:35]=[CH:34][CH:33]=2)(=[O:31])=[O:30])=[N:7]1.[CH2:45]([NH:47][CH3:48])[CH3:46]. (3) Given the product [C:2]([C:7]1[S:11][C:10]([CH2:12][N:13]2[N:17]=[C:16]([NH:18][C:29](=[O:30])/[CH:28]=[CH:27]/[C:24]3[CH:23]=[CH:22][C:21]([C:20]([F:32])([F:33])[F:19])=[CH:26][CH:25]=3)[CH:15]=[N:14]2)=[N:9][CH:8]=1)(=[O:6])[CH3:1], predict the reactants needed to synthesize it. The reactants are: [CH3:1][C:2]1([C:7]2[S:11][C:10]([CH2:12][N:13]3[N:17]=[C:16]([NH2:18])[CH:15]=[N:14]3)=[N:9][CH:8]=2)[O:6]CCO1.[F:19][C:20]([F:33])([F:32])[C:21]1[CH:26]=[CH:25][C:24](/[CH:27]=[CH:28]/[C:29](O)=[O:30])=[CH:23][CH:22]=1.